This data is from Peptide-MHC class II binding affinity with 134,281 pairs from IEDB. The task is: Regression. Given a peptide amino acid sequence and an MHC pseudo amino acid sequence, predict their binding affinity value. This is MHC class II binding data. (1) The peptide sequence is PSPIGYLGLLSQRTR. The MHC is DRB1_0802 with pseudo-sequence DRB1_0802. The binding affinity (normalized) is 0.151. (2) The peptide sequence is PLHLRYYRITYGETG. The MHC is DRB1_1001 with pseudo-sequence DRB1_1001. The binding affinity (normalized) is 0.576. (3) The peptide sequence is RDGGQLRIPSLLHGG. The MHC is DRB1_0101 with pseudo-sequence DRB1_0101. The binding affinity (normalized) is 0.256. (4) The peptide sequence is VHTGDQHQVGNETQG. The MHC is DRB1_0401 with pseudo-sequence DRB1_0401. The binding affinity (normalized) is 0.168. (5) The peptide sequence is KQENWNTDIKTLKFD. The MHC is HLA-DQA10201-DQB10301 with pseudo-sequence HLA-DQA10201-DQB10301. The binding affinity (normalized) is 0.356. (6) The peptide sequence is EDPYWGNGDRHSDYQPLGTQDQSLY. The MHC is DRB1_0401 with pseudo-sequence DRB1_0401. The binding affinity (normalized) is 0.211.